Dataset: Forward reaction prediction with 1.9M reactions from USPTO patents (1976-2016). Task: Predict the product of the given reaction. (1) Given the reactants [NH2:1][C:2]1[CH:18]=[CH:17][C:5]([O:6][C:7]2[CH:12]=[CH:11][N:10]=[C:9]([NH2:13])[C:8]=2[N+:14]([O-:16])=[O:15])=[CH:4][C:3]=1[CH3:19].[Cl:20][C:21]1[CH:26]=[CH:25][C:24]([N:27]=[C:28]=[O:29])=[CH:23][C:22]=1[C:30]([F:33])([F:32])[F:31], predict the reaction product. The product is: [NH2:13][C:9]1[C:8]([N+:14]([O-:16])=[O:15])=[C:7]([O:6][C:5]2[CH:17]=[CH:18][C:2]([NH:1][C:28]([NH:27][C:24]3[CH:25]=[CH:26][C:21]([Cl:20])=[C:22]([C:30]([F:32])([F:31])[F:33])[CH:23]=3)=[O:29])=[C:3]([CH3:19])[CH:4]=2)[CH:12]=[CH:11][N:10]=1. (2) Given the reactants [F:1][C:2]1[CH:7]=[CH:6][C:5](B(O)O)=[CH:4][CH:3]=1.C(=O)([O-])[O-].[Na+].[Na+].Br[C:18]1[N:23]=[C:22]([C:24]2[N:25]=[N:26][C:27]([CH2:32][CH3:33])=[C:28]([CH2:30][CH3:31])[N:29]=2)[CH:21]=[CH:20][C:19]=1[CH3:34], predict the reaction product. The product is: [CH2:30]([C:28]1[N:29]=[C:24]([C:22]2[CH:21]=[CH:20][C:19]([CH3:34])=[C:18]([C:5]3[CH:6]=[CH:7][C:2]([F:1])=[CH:3][CH:4]=3)[N:23]=2)[N:25]=[N:26][C:27]=1[CH2:32][CH3:33])[CH3:31]. (3) Given the reactants [O:1]1[C:5]2([CH2:10][CH2:9][CH2:8][CH2:7][CH2:6]2)[O:4][CH2:3][C@@H:2]1[C@@H:11]([OH:13])[CH3:12].[H-].[Na+].[Cl:16][C:17]1[CH:22]=[C:21](Cl)[N:20]=[C:19]([S:24][CH2:25][C:26]2[CH:31]=[CH:30][CH:29]=[C:28]([F:32])[C:27]=2[F:33])[N:18]=1, predict the reaction product. The product is: [Cl:16][C:17]1[CH:22]=[C:21]([O:13][C@H:11]([C@H:2]2[CH2:3][O:4][C:5]3([CH2:10][CH2:9][CH2:8][CH2:7][CH2:6]3)[O:1]2)[CH3:12])[N:20]=[C:19]([S:24][CH2:25][C:26]2[CH:31]=[CH:30][CH:29]=[C:28]([F:32])[C:27]=2[F:33])[N:18]=1. (4) Given the reactants C(OC(=O)[NH:7][C@@H:8]([C:13]1[CH:18]=[CH:17][CH:16]=[C:15]([Br:19])[CH:14]=1)[CH2:9][N:10]=[N+:11]=[N-:12])(C)(C)C.C(O)(C(F)(F)F)=O.C(Cl)Cl.[OH-].[Na+], predict the reaction product. The product is: [N:10]([CH2:9][C@@H:8]([NH2:7])[C:13]1[CH:18]=[CH:17][CH:16]=[C:15]([Br:19])[CH:14]=1)=[N+:11]=[N-:12]. (5) Given the reactants [H-].[Na+].[Cl-].[CH3:4][O:5][C:6]([C:8]1[O:12][C:11]([CH2:13][P+](C2C=CC=CC=2)(C2C=CC=CC=2)C2C=CC=CC=2)=[CH:10][CH:9]=1)=[O:7].[CH3:33][O:34][C:35]1[CH:42]=[CH:41][C:38]([CH:39]=O)=[CH:37][CH:36]=1.CN(C)C=O, predict the reaction product. The product is: [CH3:33][O:34][C:35]1[CH:42]=[CH:41][C:38]([CH:39]=[CH:13][C:11]2[O:12][C:8]([C:6]([O:5][CH3:4])=[O:7])=[CH:9][CH:10]=2)=[CH:37][CH:36]=1. (6) Given the reactants [C:1]([C:5]1[O:9][N:8]=[C:7]([NH:10][C:11]([NH:13][C:14]2[CH:19]=[CH:18][CH:17]=[C:16]([O:20][C:21]3[C:30]4[C:25](=[CH:26][C:27]([O:33][CH2:34][C@H:35]5[CH2:37][O:36]5)=[C:28]([O:31][CH3:32])[CH:29]=4)[N:24]=[CH:23][N:22]=3)[CH:15]=2)=[O:12])[CH:6]=1)([CH3:4])([CH3:3])[CH3:2].[CH3:38][N:39]1[CH2:44][CH2:43][NH:42][CH2:41][CH2:40]1, predict the reaction product. The product is: [C:1]([C:5]1[O:9][N:8]=[C:7]([NH:10][C:11]([NH:13][C:14]2[CH:19]=[CH:18][CH:17]=[C:16]([O:20][C:21]3[C:30]4[C:25](=[CH:26][C:27]([O:33][CH2:34][C@H:35]([OH:36])[CH2:37][N:42]5[CH2:43][CH2:44][N:39]([CH3:38])[CH2:40][CH2:41]5)=[C:28]([O:31][CH3:32])[CH:29]=4)[N:24]=[CH:23][N:22]=3)[CH:15]=2)=[O:12])[CH:6]=1)([CH3:3])([CH3:2])[CH3:4].